From a dataset of Forward reaction prediction with 1.9M reactions from USPTO patents (1976-2016). Predict the product of the given reaction. (1) Given the reactants [C:1]1([C:7]2([C:14]3[CH:19]=[C:18]([O:20][CH2:21][C:22]4[CH:31]=[CH:30][C:29]5[C:24](=[CH:25][CH:26]=[CH:27][CH:28]=5)[N:23]=4)[CH:17]=[CH:16][C:15]=3[OH:32])[CH2:12][CH:11]3[CH2:13][CH:8]2[CH2:9][CH2:10]3)[CH:6]=[CH:5][CH:4]=[CH:3][CH:2]=1.[F:33][C:34]([F:47])([F:46])[S:35](O[S:35]([C:34]([F:47])([F:46])[F:33])(=[O:37])=[O:36])(=[O:37])=[O:36], predict the reaction product. The product is: [F:33][C:34]([F:47])([F:46])[S:35]([O:32][C:15]1[CH:16]=[CH:17][C:18]([O:20][CH2:21][C:22]2[CH:31]=[CH:30][C:29]3[C:24](=[CH:25][CH:26]=[CH:27][CH:28]=3)[N:23]=2)=[CH:19][C:14]=1[C:7]1([C:1]2[CH:2]=[CH:3][CH:4]=[CH:5][CH:6]=2)[CH2:12][CH:11]2[CH2:13][CH:8]1[CH2:9][CH2:10]2)(=[O:37])=[O:36]. (2) Given the reactants [CH2:1]([Zn]CC)C.C(O)(C(F)(F)F)=O.ICI.[CH3:16][C:17]([CH3:25])([CH:23]=[CH2:24])[CH2:18][C:19]([O:21][CH3:22])=[O:20], predict the reaction product. The product is: [CH:23]1([C:17]([CH3:25])([CH3:16])[CH2:18][C:19]([O:21][CH3:22])=[O:20])[CH2:1][CH2:24]1. (3) Given the reactants C([Si](C)(C)[O:6][CH2:7][CH:8]1[O:12][C:11]2[C:13]3[CH2:14][CH2:15][CH2:16][C:17]=3[CH:18]=[CH:19][C:10]=2[CH2:9]1)(C)(C)C.[F-].C([N+](CCCC)(CCCC)CCCC)CCC, predict the reaction product. The product is: [O:12]1[CH:8]([CH2:7][OH:6])[CH2:9][C:10]2[CH:19]=[CH:18][C:17]3[CH2:16][CH2:15][CH2:14][C:13]=3[C:11]1=2. (4) Given the reactants Br[C:2]1[CH:22]=[CH:21][C:5]([O:6][CH2:7][CH:8]2[CH2:13][CH2:12][N:11]([C:14]([O:16][C:17]([CH3:20])([CH3:19])[CH3:18])=[O:15])[CH2:10][CH2:9]2)=[CH:4][C:3]=1[F:23].[OH:24][C:25]1[CH:30]=[CH:29][C:28](B(O)O)=[CH:27][CH:26]=1.C([O-])([O-])=O.[Na+].[Na+], predict the reaction product. The product is: [F:23][C:3]1[CH:4]=[C:5]([O:6][CH2:7][CH:8]2[CH2:13][CH2:12][N:11]([C:14]([O:16][C:17]([CH3:20])([CH3:19])[CH3:18])=[O:15])[CH2:10][CH2:9]2)[CH:21]=[CH:22][C:2]=1[C:28]1[CH:29]=[CH:30][C:25]([OH:24])=[CH:26][CH:27]=1. (5) Given the reactants ClC1N=C(NCCC)N=C(NCCC)N=1.FC1C=CC(CNOC)=CC=1.[F:27][C:28]1[CH:51]=[CH:50][C:31]([CH2:32][N:33]([C:36]2[N:41]=[C:40]([NH:42][CH2:43][CH2:44][CH3:45])[N:39]=[C:38]([NH:46][CH2:47][C:48]#[CH:49])[N:37]=2)[O:34][CH3:35])=[CH:30][CH:29]=1, predict the reaction product. The product is: [CH2:47]([NH:46][C:38]1[N:39]=[C:40]([NH:42][CH2:43][CH2:44][CH3:45])[N:41]=[C:36]([N:33]([CH2:32][C:31]2[CH:50]=[CH:51][C:28]([F:27])=[CH:29][CH:30]=2)[O:34][CH3:35])[N:37]=1)[CH2:48][CH3:49].